This data is from Reaction yield outcomes from USPTO patents with 853,638 reactions. The task is: Predict the reaction yield, written as a fraction of the theoretical maximum amount of product (1.0 means a 100% yield; for example, 0.34 means a 34% yield). (1) The reactants are C(OC(N1CCC(C([O:20][C:21]2[CH:43]=[CH:42][C:24]3[C:25]4[N:29]([CH2:30][CH2:31][O:32][C:23]=3[CH:22]=2)[CH:28]=[C:27]([C:33]2[N:34]([CH:39]([CH3:41])[CH3:40])[N:35]=[C:36]([CH3:38])[N:37]=2)[N:26]=4)CC)CC1)=O)C1C=CC=CC=1.C([O-])([O-])=O.[Cs+].[Cs+].[CH2:50]([O:57][C:58](=[O:72])[C:59](Br)([CH3:70])[CH2:60][CH2:61][O:62][CH2:63][C:64]1[CH:69]=[CH:68][CH:67]=[CH:66][CH:65]=1)[C:51]1[CH:56]=[CH:55][CH:54]=[CH:53][CH:52]=1. The catalyst is CC#N. The product is [CH2:50]([O:57][C:58](=[O:72])[C:59]([O:20][C:21]1[CH:43]=[CH:42][C:24]2[C:25]3[N:29]([CH2:30][CH2:31][O:32][C:23]=2[CH:22]=1)[CH:28]=[C:27]([C:33]1[N:34]([CH:39]([CH3:41])[CH3:40])[N:35]=[C:36]([CH3:38])[N:37]=1)[N:26]=3)([CH3:70])[CH2:60][CH2:61][O:62][CH2:63][C:64]1[CH:69]=[CH:68][CH:67]=[CH:66][CH:65]=1)[C:51]1[CH:52]=[CH:53][CH:54]=[CH:55][CH:56]=1. The yield is 0.190. (2) The reactants are [N:1]1([CH2:7][C:8]2[S:9][C:10]([NH:13][CH:14]=[C:15]([C:21]([O:23][CH2:24][CH3:25])=[O:22])[C:16]([O:18][CH2:19][CH3:20])=[O:17])=[CH:11][N:12]=2)[CH2:6][CH2:5][O:4][CH2:3][CH2:2]1.[C:26]([O-])([O-])=O.[K+].[K+].IC. The catalyst is CN(C=O)C. The product is [CH3:26][N:13]([CH:14]=[C:15]([C:21]([O:23][CH2:24][CH3:25])=[O:22])[C:16]([O:18][CH2:19][CH3:20])=[O:17])[C:10]1[S:9][C:8]([CH2:7][N:1]2[CH2:6][CH2:5][O:4][CH2:3][CH2:2]2)=[N:12][CH:11]=1. The yield is 0.630.